Dataset: Reaction yield outcomes from USPTO patents with 853,638 reactions. Task: Predict the reaction yield, written as a fraction of the theoretical maximum amount of product (1.0 means a 100% yield; for example, 0.34 means a 34% yield). (1) The reactants are [F:1][C:2]1[CH:25]=[CH:24][C:5]([CH2:6][O:7][C:8]2[CH:13]=[CH:12][N:11]([C:14]3[S:15][C:16]([C:20]([OH:22])=O)=[C:17]([CH3:19])[N:18]=3)[C:10](=[O:23])[CH:9]=2)=[CH:4][CH:3]=1.[N:26]1[CH:31]=[CH:30][CH:29]=[C:28]([CH2:32][NH2:33])[CH:27]=1. No catalyst specified. The product is [F:1][C:2]1[CH:3]=[CH:4][C:5]([CH2:6][O:7][C:8]2[CH:13]=[CH:12][N:11]([C:14]3[S:15][C:16]([C:20]([NH:33][CH2:32][C:28]4[CH:27]=[N:26][CH:31]=[CH:30][CH:29]=4)=[O:22])=[C:17]([CH3:19])[N:18]=3)[C:10](=[O:23])[CH:9]=2)=[CH:24][CH:25]=1. The yield is 0.520. (2) The reactants are [Cl-].O[NH3+:3].[C:4](=[O:7])([O-])[OH:5].[Na+].CS(C)=O.[OH:13][C:14]1([CH2:18][O:19][C@H:20]2[CH2:25][CH2:24][C@H:23]([N:26]3[C:31](=[O:32])[C:30]([CH2:33][C:34]4[CH:39]=[CH:38][C:37]([C:40]5[C:41]([C:46]#[N:47])=[CH:42][CH:43]=[CH:44][CH:45]=5)=[CH:36][CH:35]=4)=[C:29]([CH2:48][CH2:49][CH3:50])[N:28]4[N:51]=[C:52]([CH3:54])[N:53]=[C:27]34)[CH2:22][CH2:21]2)[CH2:17][CH2:16][CH2:15]1. The catalyst is O.C(OCC)(=O)C. The product is [OH:13][C:14]1([CH2:18][O:19][C@H:20]2[CH2:21][CH2:22][C@H:23]([N:26]3[C:31](=[O:32])[C:30]([CH2:33][C:34]4[CH:35]=[CH:36][C:37]([C:40]5[CH:45]=[CH:44][CH:43]=[CH:42][C:41]=5[C:46]5[NH:3][C:4](=[O:7])[O:5][N:47]=5)=[CH:38][CH:39]=4)=[C:29]([CH2:48][CH2:49][CH3:50])[N:28]4[N:51]=[C:52]([CH3:54])[N:53]=[C:27]34)[CH2:24][CH2:25]2)[CH2:17][CH2:16][CH2:15]1. The yield is 0.320.